From a dataset of Forward reaction prediction with 1.9M reactions from USPTO patents (1976-2016). Predict the product of the given reaction. (1) Given the reactants O=[C:2]([CH3:16])[CH2:3][C:4]([O:6][CH2:7][C:8]1[CH:13]=[CH:12][C:11]([O:14][CH3:15])=[CH:10][CH:9]=1)=[O:5].[NH2:17][C:18]([NH2:20])=[O:19].[O:21]1[CH:25]=[CH:24][CH:23]=[C:22]1[CH:26]=O, predict the reaction product. The product is: [O:21]1[CH:25]=[CH:24][CH:23]=[C:22]1[CH:26]1[C:3]([C:4]([O:6][CH2:7][C:8]2[CH:13]=[CH:12][C:11]([O:14][CH3:15])=[CH:10][CH:9]=2)=[O:5])=[C:2]([CH3:16])[NH:20][C:18](=[O:19])[NH:17]1. (2) Given the reactants [C:1]1(=O)[CH2:6][CH2:5][CH2:4][CH2:3][CH2:2]1.[NH:8]1[CH2:11][CH:10]([NH:12][C:13](=[O:30])[CH2:14][NH:15][C:16]2[C:25]3[C:20](=[CH:21][CH:22]=[C:23]([C:26]([F:29])([F:28])[F:27])[CH:24]=3)[N:19]=[CH:18][N:17]=2)[CH2:9]1.[BH-](OC(C)=O)(OC(C)=O)OC(C)=O.[Na+], predict the reaction product. The product is: [CH:1]1([N:8]2[CH2:9][CH:10]([NH:12][C:13](=[O:30])[CH2:14][NH:15][C:16]3[C:25]4[C:20](=[CH:21][CH:22]=[C:23]([C:26]([F:27])([F:29])[F:28])[CH:24]=4)[N:19]=[CH:18][N:17]=3)[CH2:11]2)[CH2:6][CH2:5][CH2:4][CH2:3][CH2:2]1. (3) Given the reactants [F:1][C:2]1[CH:3]=[C:4]([NH:8][C:9]2[C:17]3[C:16]4[CH2:18][NH:19][CH2:20][CH2:21][C:15]=4[NH:14][C:13]=3[N:12]=[CH:11][CH:10]=2)[CH:5]=[CH:6][CH:7]=1.[C:22](OC(=O)C)(=[O:24])[CH3:23].C(N(CC)CC)C, predict the reaction product. The product is: [F:1][C:2]1[CH:3]=[C:4]([NH:8][C:9]2[C:17]3[C:16]4[CH2:18][N:19]([C:22](=[O:24])[CH3:23])[CH2:20][CH2:21][C:15]=4[NH:14][C:13]=3[N:12]=[CH:11][CH:10]=2)[CH:5]=[CH:6][CH:7]=1. (4) The product is: [CH3:71][O:70][C:68](=[O:69])[C:67]1[CH:72]=[CH:73][C:64]([NH:63][C:30]([C@@H:20]2[NH:19][C@@H:18]([CH2:33][C:34]([CH3:36])([CH3:35])[CH3:37])[C@:17]3([C:12]4[C:13](=[CH:14][C:9]([Cl:8])=[CH:10][CH:11]=4)[NH:15][C:16]3=[O:38])[C@H:21]2[C:22]2[CH:27]=[C:26]([F:28])[CH:25]=[C:24]([Cl:29])[CH:23]=2)=[O:32])=[C:65]([O:74][CH3:75])[CH:66]=1. Given the reactants FC(F)(F)C(O)=O.[Cl:8][C:9]1[CH:14]=[C:13]2[NH:15][C:16](=[O:38])[C:17]3([CH:21]([C:22]4[CH:27]=[C:26]([F:28])[CH:25]=[C:24]([Cl:29])[CH:23]=4)[CH:20]([C:30]([OH:32])=O)[NH:19][CH:18]3[CH2:33][C:34]([CH3:37])([CH3:36])[CH3:35])[C:12]2=[CH:11][CH:10]=1.C(N(C(C)C)CC)(C)C.C1(P(Cl)(C2C=CC=CC=2)=O)C=CC=CC=1.[NH2:63][C:64]1[CH:73]=[CH:72][C:67]([C:68]([O:70][CH3:71])=[O:69])=[CH:66][C:65]=1[O:74][CH3:75], predict the reaction product. (5) Given the reactants I[C:2]1[CH:3]=[N:4][N:5]2[C:10]([C:11]3[CH:12]=[C:13]([NH:17][C:18](=[O:29])[C:19]4[CH:24]=[CH:23][CH:22]=[C:21]([C:25]([F:28])([F:27])[F:26])[CH:20]=4)[CH:14]=[CH:15][CH:16]=3)=[CH:9][CH:8]=[N:7][C:6]=12.[CH3:30][Si:31]([C:34]#[CH:35])([CH3:33])[CH3:32], predict the reaction product. The product is: [F:26][C:25]([F:28])([F:27])[C:21]1[CH:20]=[C:19]([CH:24]=[CH:23][CH:22]=1)[C:18]([NH:17][C:13]1[CH:14]=[CH:15][CH:16]=[C:11]([C:10]2[N:5]3[N:4]=[CH:3][C:2]([C:35]#[C:34][Si:31]([CH3:33])([CH3:32])[CH3:30])=[C:6]3[N:7]=[CH:8][CH:9]=2)[CH:12]=1)=[O:29]. (6) Given the reactants C(OC([N:8]([C:16]1[CH:21]=[CH:20][C:19]([C:22]2([C:27]3[CH:32]=[CH:31][C:30]([Cl:33])=[CH:29][CH:28]=3)[CH2:24][C:23]2([Cl:26])[Cl:25])=[CH:18][C:17]=1[CH3:34])C(=O)OC(C)(C)C)=O)(C)(C)C.FC(F)(F)C(O)=O, predict the reaction product. The product is: [Cl:26][C:23]1([Cl:25])[CH2:24][C:22]1([C:19]1[CH:20]=[CH:21][C:16]([NH2:8])=[C:17]([CH3:34])[CH:18]=1)[C:27]1[CH:28]=[CH:29][C:30]([Cl:33])=[CH:31][CH:32]=1.